This data is from Reaction yield outcomes from USPTO patents with 853,638 reactions. The task is: Predict the reaction yield, written as a fraction of the theoretical maximum amount of product (1.0 means a 100% yield; for example, 0.34 means a 34% yield). (1) The reactants are [NH2:1][C:2]1[C:10]([Cl:11])=[CH:9][CH:8]=[CH:7][C:3]=1[C:4]([OH:6])=O.O=S(Cl)Cl.[Cl:16][C:17]1[CH:23]=[CH:22][CH:21]=[CH:20][C:18]=1[NH2:19].C(Cl)(Cl)Cl. The catalyst is C1C=CC=CC=1. The product is [NH2:1][C:2]1[C:10]([Cl:11])=[CH:9][CH:8]=[CH:7][C:3]=1[C:4]([NH:19][C:18]1[CH:20]=[CH:21][CH:22]=[CH:23][C:17]=1[Cl:16])=[O:6]. The yield is 0.780. (2) The reactants are [Br:1][C:2]1[C:3](N)=[N:4][CH:5]=[C:6]([F:8])[CH:7]=1.[Br:10]Br.N([O-])=O.[Na+].S([O-])([O-])=O.[Na+].[Na+]. The catalyst is Br.O. The product is [Br:10][C:3]1[C:2]([Br:1])=[CH:7][C:6]([F:8])=[CH:5][N:4]=1. The yield is 0.500. (3) The reactants are [CH3:1][C:2]1[C:3](OS(C(F)(F)F)(=O)=O)=[C:4]([CH:9]=[C:10]([N+:12]([O-:14])=[O:13])[CH:11]=1)[C:5]([O:7][CH3:8])=[O:6].[CH2:23]([O:30][C:31]1[CH:36]=[C:35]([F:37])[CH:34]=[CH:33][C:32]=1B(O)O)[C:24]1[CH:29]=[CH:28][CH:27]=[CH:26][CH:25]=1.P([O-])([O-])([O-])=O.[K+].[K+].[K+].C(OCC)(=O)C. The catalyst is O1CCOCC1.C1C=CC([P]([Pd]([P](C2C=CC=CC=2)(C2C=CC=CC=2)C2C=CC=CC=2)([P](C2C=CC=CC=2)(C2C=CC=CC=2)C2C=CC=CC=2)[P](C2C=CC=CC=2)(C2C=CC=CC=2)C2C=CC=CC=2)(C2C=CC=CC=2)C2C=CC=CC=2)=CC=1. The product is [CH2:23]([O:30][C:31]1[CH:36]=[C:35]([F:37])[CH:34]=[CH:33][C:32]=1[C:3]1[C:2]([CH3:1])=[CH:11][C:10]([N+:12]([O-:14])=[O:13])=[CH:9][C:4]=1[C:5]([O:7][CH3:8])=[O:6])[C:24]1[CH:25]=[CH:26][CH:27]=[CH:28][CH:29]=1. The yield is 0.700. (4) The reactants are [CH:1]1([CH:7]([C:9]2[C:10]([CH2:24][CH2:25][C:26]3[CH:31]=[CH:30][CH:29]=[CH:28][CH:27]=3)=[N:11][N:12]([C:14]3[CH:19]=[CH:18][C:17]([C:20]([F:23])([F:22])[F:21])=[CH:16][N:15]=3)[CH:13]=2)O)[CH2:6][CH2:5][CH2:4][CH2:3][CH2:2]1.[NH2:32][C:33]1[CH:38]=[CH:37][C:36]([C:39]([N:41]([CH3:49])[CH2:42][CH2:43][C:44]([O:46]CC)=[O:45])=[O:40])=[CH:35][CH:34]=1. No catalyst specified. The product is [CH:1]1([CH:7]([NH:32][C:33]2[CH:34]=[CH:35][C:36]([C:39]([N:41]([CH3:49])[CH2:42][CH2:43][C:44]([OH:46])=[O:45])=[O:40])=[CH:37][CH:38]=2)[C:9]2[C:10]([CH2:24][CH2:25][C:26]3[CH:31]=[CH:30][CH:29]=[CH:28][CH:27]=3)=[N:11][N:12]([C:14]3[CH:19]=[CH:18][C:17]([C:20]([F:22])([F:21])[F:23])=[CH:16][N:15]=3)[CH:13]=2)[CH2:6][CH2:5][CH2:4][CH2:3][CH2:2]1. The yield is 0.410. (5) The reactants are [NH2:1][C:2]1[C:11]([NH2:12])=[CH:10][CH:9]=[CH:8][C:3]=1[C:4]([O:6][CH3:7])=[O:5].[O:13]1CCC[CH2:14]1. No catalyst specified. The product is [O:13]=[C:14]1[NH:12][C:11]2[CH:10]=[CH:9][CH:8]=[C:3]([C:4]([O:6][CH3:7])=[O:5])[C:2]=2[NH:1]1. The yield is 0.940. (6) The reactants are [N:1]([C@H:4]1[C@@H:9]([CH3:10])[CH2:8][N:7]([C:11]2[CH:16]=[CH:15][N:14]=[CH:13][C:12]=2[NH:17][C:18](=[O:34])[C:19]2[CH:24]=[CH:23][C:22]([F:25])=[C:21]([C:26]3[C:31]([F:32])=[CH:30][CH:29]=[CH:28][C:27]=3[F:33])[N:20]=2)[CH2:6][C@H:5]1[NH:35][C:36](=[O:42])[O:37][C:38]([CH3:41])([CH3:40])[CH3:39])=[N+:2]=[N-:3].C.[CH3:44][O:45][CH2:46][C:47]#[CH:48].C(N(CC)CC)C. The catalyst is O1CCOCC1.[Cu]. The product is [F:32][C:31]1[CH:30]=[CH:29][CH:28]=[C:27]([F:33])[C:26]=1[C:21]1[N:20]=[C:19]([C:18]([NH:17][C:12]2[CH:13]=[N:14][CH:15]=[CH:16][C:11]=2[N:7]2[CH2:8][C@H:9]([CH3:10])[C@H:4]([N:1]3[CH:48]=[C:47]([CH2:46][O:45][CH3:44])[N:3]=[N:2]3)[C@H:5]([NH:35][C:36](=[O:42])[O:37][C:38]([CH3:41])([CH3:40])[CH3:39])[CH2:6]2)=[O:34])[CH:24]=[CH:23][C:22]=1[F:25]. The yield is 0.950.